This data is from Full USPTO retrosynthesis dataset with 1.9M reactions from patents (1976-2016). The task is: Predict the reactants needed to synthesize the given product. (1) Given the product [CH:23]([C:20]1[CH:21]=[CH:22][C:17]([N:12]2[CH2:13][CH2:14][CH:9]([O:8][CH2:7][C:2]([CH3:15])([CH3:1])[C:3]([O:5][CH3:6])=[O:4])[CH2:10][CH2:11]2)=[N:18][CH:19]=1)=[O:24], predict the reactants needed to synthesize it. The reactants are: [CH3:1][C:2]([CH3:15])([CH2:7][O:8][CH:9]1[CH2:14][CH2:13][NH:12][CH2:11][CH2:10]1)[C:3]([O:5][CH3:6])=[O:4].F[C:17]1[CH:22]=[CH:21][C:20]([CH:23]=[O:24])=[CH:19][N:18]=1.C(=O)(O)[O-].[Na+].O. (2) Given the product [CH2:1]([O:3][C:4]1[CH:5]=[C:6]([OH:13])[CH:8]=[CH:9][C:10]=1[CH3:11])[CH3:2], predict the reactants needed to synthesize it. The reactants are: [CH2:1]([O:3][C:4]1[CH:5]=[C:6]([CH:8]=[CH:9][C:10]=1[CH3:11])N)[CH3:2].N([O-])=[O:13].[Na+]. (3) Given the product [OH:29][C:23](=[C:20]1[C:21](=[O:22])[CH:17]2[CH2:18][CH:19]1[CH2:15][CH2:16]2)[CH2:24][CH2:25][C:26]([OH:28])=[O:27], predict the reactants needed to synthesize it. The reactants are: [Li]CCCC.C[Si](C)(C)N[Si](C)(C)C.[CH2:15]1[CH:19]2[CH2:20][C:21](=[O:22])[CH:17]([CH2:18]2)[CH2:16]1.[C:23]1(=[O:29])[O:28][C:26](=[O:27])[CH2:25][CH2:24]1.